This data is from NCI-60 drug combinations with 297,098 pairs across 59 cell lines. The task is: Regression. Given two drug SMILES strings and cell line genomic features, predict the synergy score measuring deviation from expected non-interaction effect. (1) Drug 1: CC1C(C(=O)NC(C(=O)N2CCCC2C(=O)N(CC(=O)N(C(C(=O)O1)C(C)C)C)C)C(C)C)NC(=O)C3=C4C(=C(C=C3)C)OC5=C(C(=O)C(=C(C5=N4)C(=O)NC6C(OC(=O)C(N(C(=O)CN(C(=O)C7CCCN7C(=O)C(NC6=O)C(C)C)C)C)C(C)C)C)N)C. Drug 2: CS(=O)(=O)OCCCCOS(=O)(=O)C. Synergy scores: CSS=35.4, Synergy_ZIP=-3.94, Synergy_Bliss=-1.29, Synergy_Loewe=-10.4, Synergy_HSA=2.99. Cell line: CCRF-CEM. (2) Drug 1: CC=C1C(=O)NC(C(=O)OC2CC(=O)NC(C(=O)NC(CSSCCC=C2)C(=O)N1)C(C)C)C(C)C. Drug 2: CC12CCC3C(C1CCC2O)C(CC4=C3C=CC(=C4)O)CCCCCCCCCS(=O)CCCC(C(F)(F)F)(F)F. Cell line: NCIH23. Synergy scores: CSS=31.7, Synergy_ZIP=-1.25, Synergy_Bliss=9.06, Synergy_Loewe=-27.6, Synergy_HSA=5.81. (3) Drug 1: C1CCN(CC1)CCOC2=CC=C(C=C2)C(=O)C3=C(SC4=C3C=CC(=C4)O)C5=CC=C(C=C5)O. Drug 2: C1CN1P(=S)(N2CC2)N3CC3. Cell line: MOLT-4. Synergy scores: CSS=70.8, Synergy_ZIP=1.13, Synergy_Bliss=4.79, Synergy_Loewe=-1.84, Synergy_HSA=4.19. (4) Drug 1: CC(C)(C#N)C1=CC(=CC(=C1)CN2C=NC=N2)C(C)(C)C#N. Drug 2: CC1=C(C=C(C=C1)C(=O)NC2=CC(=CC(=C2)C(F)(F)F)N3C=C(N=C3)C)NC4=NC=CC(=N4)C5=CN=CC=C5. Cell line: SN12C. Synergy scores: CSS=-7.69, Synergy_ZIP=3.60, Synergy_Bliss=-1.50, Synergy_Loewe=-6.45, Synergy_HSA=-8.52. (5) Drug 1: C1=NC2=C(N1)C(=S)N=C(N2)N. Drug 2: CCC(=C(C1=CC=CC=C1)C2=CC=C(C=C2)OCCN(C)C)C3=CC=CC=C3.C(C(=O)O)C(CC(=O)O)(C(=O)O)O. Cell line: SK-MEL-28. Synergy scores: CSS=8.33, Synergy_ZIP=-3.10, Synergy_Bliss=-0.214, Synergy_Loewe=-3.28, Synergy_HSA=-2.95.